From a dataset of Full USPTO retrosynthesis dataset with 1.9M reactions from patents (1976-2016). Predict the reactants needed to synthesize the given product. (1) Given the product [F:1][C:2]1[CH:20]=[CH:19][CH:18]=[CH:17][C:3]=1[CH2:4][N:5]1[C:9]2=[N:10][CH:11]=[CH:12][CH:13]=[C:8]2[C:7]([C:14]2[N:15]=[C:24]([OH:25])[CH:23]=[C:22]([CH3:28])[N:16]=2)=[N:6]1, predict the reactants needed to synthesize it. The reactants are: [F:1][C:2]1[CH:20]=[CH:19][CH:18]=[CH:17][C:3]=1[CH2:4][N:5]1[C:9]2=[N:10][CH:11]=[CH:12][CH:13]=[C:8]2[C:7]([C:14](=[NH:16])[NH2:15])=[N:6]1.O=[C:22]([CH3:28])[CH2:23][C:24](OC)=[O:25]. (2) Given the product [NH2:28][C:25]1[N:26]=[CH:27][C:22]([C:19]2[CH:20]=[CH:21][C:16]([C:7]3[CH:8]=[CH:9][CH:10]=[CH:11][C:6]=3[NH:5][S:2]([CH3:1])(=[O:4])=[O:3])=[C:17]([O:30][CH3:31])[C:18]=2[F:29])=[N:23][CH:24]=1, predict the reactants needed to synthesize it. The reactants are: [CH3:1][S:2]([NH:5][C:6]1[CH:11]=[CH:10][CH:9]=[CH:8][C:7]=1B(O)O)(=[O:4])=[O:3].Br[C:16]1[CH:21]=[CH:20][C:19]([C:22]2[N:23]=[CH:24][C:25]([NH2:28])=[N:26][CH:27]=2)=[C:18]([F:29])[C:17]=1[O:30][CH3:31].